This data is from Reaction yield outcomes from USPTO patents with 853,638 reactions. The task is: Predict the reaction yield, written as a fraction of the theoretical maximum amount of product (1.0 means a 100% yield; for example, 0.34 means a 34% yield). (1) The reactants are Br.[CH2:2]([C:4]1[N:5]=[C:6]([C@@H:9]([NH2:20])[CH2:10][C:11]2[CH:16]=[CH:15][C:14]([N+:17]([O-:19])=[O:18])=[CH:13][CH:12]=2)[S:7][CH:8]=1)[CH3:3].[C:21]([NH:24][C@H:25]([C:33](O)=[O:34])[CH2:26][C:27]1[CH:32]=[CH:31][CH:30]=[CH:29][CH:28]=1)(=[O:23])[CH3:22].ON1C2C=CC=CC=2N=N1.C(N(C(C)C)CC)(C)C.CN(C)CCCN=C=NCC. The catalyst is CN(C=O)C.O. The product is [C:21]([NH:24][C@@H:25]([CH2:26][C:27]1[CH:28]=[CH:29][CH:30]=[CH:31][CH:32]=1)[C:33]([NH:20][C@H:9]([C:6]1[S:7][CH:8]=[C:4]([CH2:2][CH3:3])[N:5]=1)[CH2:10][C:11]1[CH:16]=[CH:15][C:14]([N+:17]([O-:19])=[O:18])=[CH:13][CH:12]=1)=[O:34])(=[O:23])[CH3:22]. The yield is 0.700. (2) The reactants are [NH2:1][C:2]1[N:7]=[CH:6][N:5]=[C:4]2[N:8]([CH2:25][C@H:26]3[CH2:30][CH2:29][CH2:28][N:27]3[C:31](=[O:35])[CH2:32][C:33]#[N:34])[N:9]=[C:10]([C:11]3[CH:16]=[CH:15][C:14]([O:17][C:18]4[CH:23]=[CH:22][CH:21]=[C:20]([F:24])[CH:19]=4)=[CH:13][CH:12]=3)[C:3]=12.N1[CH2:41][CH2:40][CH2:39][CH2:38]C1.C1(C=O)CC1. The catalyst is CO. The product is [NH2:1][C:2]1[N:7]=[CH:6][N:5]=[C:4]2[N:8]([CH2:25][C@H:26]3[CH2:30][CH2:29][CH2:28][N:27]3[C:31]([C:32](=[CH:38][CH:39]3[CH2:41][CH2:40]3)[C:33]#[N:34])=[O:35])[N:9]=[C:10]([C:11]3[CH:16]=[CH:15][C:14]([O:17][C:18]4[CH:23]=[CH:22][CH:21]=[C:20]([F:24])[CH:19]=4)=[CH:13][CH:12]=3)[C:3]=12. The yield is 0.290.